Dataset: Reaction yield outcomes from USPTO patents with 853,638 reactions. Task: Predict the reaction yield, written as a fraction of the theoretical maximum amount of product (1.0 means a 100% yield; for example, 0.34 means a 34% yield). The reactants are C(O)(C(F)(F)F)=O.[OH:8][C:9]1[CH:18]=[C:17]2[C:12]([CH:13]=[CH:14][C:15]([O:19][CH2:20][CH2:21][CH2:22][NH:23]C(=O)OC(C)(C)C)=[CH:16]2)=[CH:11][C:10]=1[C:31]1[N:32]=[N:33][C:34]([N:37]([CH3:48])[CH:38]2[CH2:43][C:42]([CH3:45])([CH3:44])[NH:41][C:40]([CH3:47])([CH3:46])[CH2:39]2)=[CH:35][CH:36]=1. The catalyst is C(Cl)Cl.CO. The product is [NH2:23][CH2:22][CH2:21][CH2:20][O:19][C:15]1[CH:16]=[C:17]2[C:12]([CH:11]=[C:10]([C:31]3[N:32]=[N:33][C:34]([N:37]([CH3:48])[CH:38]4[CH2:43][C:42]([CH3:44])([CH3:45])[NH:41][C:40]([CH3:47])([CH3:46])[CH2:39]4)=[CH:35][CH:36]=3)[C:9]([OH:8])=[CH:18]2)=[CH:13][CH:14]=1. The yield is 0.750.